From a dataset of Reaction yield outcomes from USPTO patents with 853,638 reactions. Predict the reaction yield, written as a fraction of the theoretical maximum amount of product (1.0 means a 100% yield; for example, 0.34 means a 34% yield). (1) The reactants are [NH2:1][CH:2]([CH2:6][C:7]([F:10])([F:9])[F:8])[C:3]([OH:5])=[O:4].[C:11]1([CH3:21])[CH:16]=[CH:15][C:14]([S:17](Cl)(=[O:19])=[O:18])=[CH:13][CH:12]=1.[OH-].[Na+].Cl. The catalyst is O. The product is [F:8][C:7]([F:10])([F:9])[CH2:6][CH:2]([NH:1][S:17]([C:14]1[CH:15]=[CH:16][C:11]([CH3:21])=[CH:12][CH:13]=1)(=[O:19])=[O:18])[C:3]([OH:5])=[O:4]. The yield is 0.290. (2) The reactants are [CH2:1]([O:5][C:6]1[CH:11]=[C:10]([O:12][C:13]2[CH:18]=[CH:17][C:16]([C:19]([F:22])([F:21])[F:20])=[CH:15][N:14]=2)[CH:9]=[CH:8][C:7]=1[CH2:23][CH2:24][CH2:25][OH:26])[CH:2]([CH3:4])[CH3:3].O[C:28]1[C:33]([O:34][CH3:35])=[CH:32][CH:31]=[CH:30][C:29]=1[CH2:36][C:37]([O:39]C)=[O:38].C(P(CCCC)CCCC)CCC.N(C(N1CCCCC1)=O)=NC(N1CCCCC1)=O.O1CCCC1CO.[OH-].[Na+].Cl. The catalyst is O1CCCC1. The product is [CH2:1]([O:5][C:6]1[CH:11]=[C:10]([O:12][C:13]2[CH:18]=[CH:17][C:16]([C:19]([F:20])([F:21])[F:22])=[CH:15][N:14]=2)[CH:9]=[CH:8][C:7]=1[CH2:23][CH2:24][CH2:25][O:26][C:28]1[C:33]([O:34][CH3:35])=[CH:32][CH:31]=[CH:30][C:29]=1[CH2:36][C:37]([OH:39])=[O:38])[CH:2]([CH3:4])[CH3:3]. The yield is 0.650. (3) The reactants are [CH2:1]([O:3][C:4](=[O:22])[C@H:5]([CH2:14][C:15]1[CH:20]=[CH:19][C:18](O)=[CH:17][CH:16]=1)[NH:6]C(OC(C)(C)C)=O)[CH3:2].C(=O)([O-])[O-].[K+].[K+].[CH3:29][OH:30].C(Cl)Cl.[CH3:34][N:35]([CH:37]=O)C. No catalyst specified. The product is [C:29]1([O:30][C:18]2[CH:17]=[CH:16][C:15]([CH2:14][C@H:5]([NH2:6])[C:4]([O:3][CH2:1][CH3:2])=[O:22])=[CH:20][CH:19]=2)[C:20]2[C:15](=[CH:16][CH:34]=[N:35][CH:37]=2)[CH:14]=[CH:5][N:6]=1. The yield is 0.710. (4) The reactants are [C:1]1(=[O:6])[O:5][CH2:4][CH2:3][CH2:2]1.[Cl:7][C:8]1[CH:15]=[C:14]([Cl:16])[CH:13]=[CH:12][C:9]=1[CH2:10]I. No catalyst specified. The product is [Cl:7][C:8]1[CH:15]=[C:14]([Cl:16])[CH:13]=[CH:12][C:9]=1[CH2:10][CH:2]1[CH2:3][CH2:4][O:5][C:1]1=[O:6]. The yield is 0.780. (5) The reactants are [O:1]=[C:2]1[CH2:6][CH2:5][CH2:4][N:3]1[CH2:7][C:8]([O:10][CH3:11])=[O:9].[Li][CH2:13][CH2:14][CH2:15]C.C(Br)C=C. The catalyst is C1COCC1. The product is [O:1]=[C:2]1[CH2:6][CH2:5][CH2:4][N:3]1[CH:7]([CH2:15][CH:14]=[CH2:13])[C:8]([O:10][CH3:11])=[O:9]. The yield is 0.210. (6) The reactants are [CH2:1]([O:8][C:9](=[O:26])[C:10]1[CH:15]=[C:14]([CH:16]=O)[CH:13]=[CH:12][C:11]=1[O:18][CH2:19][C:20]1[CH:25]=[CH:24][CH:23]=[CH:22][CH:21]=1)[C:2]1[CH:7]=[CH:6][CH:5]=[CH:4][CH:3]=1.Cl.NO.C[N:31]1CCCC1=O.Cl. The catalyst is O. The product is [CH2:1]([O:8][C:9](=[O:26])[C:10]1[CH:15]=[C:14]([C:16]#[N:31])[CH:13]=[CH:12][C:11]=1[O:18][CH2:19][C:20]1[CH:25]=[CH:24][CH:23]=[CH:22][CH:21]=1)[C:2]1[CH:7]=[CH:6][CH:5]=[CH:4][CH:3]=1. The yield is 0.767. (7) The reactants are N1C2C(=CC=CC=2)C=CC=1.[CH3:11][C:12]([OH:27])([C:14]#[C:15][CH:16]([OH:26])[CH2:17][CH:18]([CH3:25])[CH2:19]/[CH:20]=[CH:21]\[CH2:22][CH2:23][CH3:24])[CH3:13]. The catalyst is C(O)C.[Pd]. The product is [CH3:11][C:12]([OH:27])(/[CH:14]=[CH:15]\[CH:16]([OH:26])[CH2:17][CH:18]([CH3:25])[CH2:19]/[CH:20]=[CH:21]\[CH2:22][CH2:23][CH3:24])[CH3:13]. The yield is 0.550. (8) The reactants are [CH:1]1[C:10]2[C:5](=[CH:6][CH:7]=[CH:8][CH:9]=2)[CH:4]=[CH:3][C:2]=1[OH:11].[OH-].[K+].O1[CH2:18][CH2:17][NH:16]C1=O.C(O)C(O)C(O)C(O)C(O)C=O.[O-]S([O-])(=O)=O.[Mg+2]. The catalyst is C(N)CN. The product is [CH:1]1[C:10]2[C:5](=[CH:6][CH:7]=[CH:8][CH:9]=2)[CH:4]=[CH:3][C:2]=1[O:11][CH2:18][CH2:17][NH2:16]. The yield is 0.970. (9) The reactants are [N+:1]([C:4]1[CH:5]=[CH:6][C:7]([C:13]([F:16])([F:15])[F:14])=[C:8]([CH:12]=1)[C:9]([OH:11])=O)([O-:3])=[O:2].CN(C(ON1N=NC2C=CC=CC1=2)=[N+](C)C)C.[B-](F)(F)(F)F.[CH2:39]([N:41]1[CH2:46][CH2:45][NH:44][CH2:43][CH2:42]1)[CH3:40].CCN(C(C)C)C(C)C. No catalyst specified. The product is [CH2:39]([N:41]1[CH2:46][CH2:45][N:44]([C:9]([C:8]2[CH:12]=[C:4]([N+:1]([O-:3])=[O:2])[CH:5]=[CH:6][C:7]=2[C:13]([F:16])([F:15])[F:14])=[O:11])[CH2:43][CH2:42]1)[CH3:40]. The yield is 0.900. (10) The reactants are [Br:1][C:2]1[CH:14]=[N:13][C:12]2[C:11]3[CH:10]=[CH:9][C:8]([S:15][CH3:16])=[CH:7][C:6]=3[NH:5][C:4]=2[CH:3]=1.C1C(=O)N(Br)C(=[O:20])C1. The yield is 0.790. The product is [Br:1][C:2]1[CH:14]=[N:13][C:12]2[C:11]3[CH:10]=[CH:9][C:8]([S:15]([CH3:16])=[O:20])=[CH:7][C:6]=3[NH:5][C:4]=2[CH:3]=1. The catalyst is C1COCC1.O.